From a dataset of Experimentally validated miRNA-target interactions with 360,000+ pairs, plus equal number of negative samples. Binary Classification. Given a miRNA mature sequence and a target amino acid sequence, predict their likelihood of interaction. The miRNA is hsa-let-7i-5p with sequence UGAGGUAGUAGUUUGUGCUGUU. The protein sequence of the target gene is MEAGGVADSFLSSACVLFTLGMFSTGLSDLRHMQRTRSVDNIQFLPFLTTDVNNLSWLSYGVLKGDGTLIIVNSVGAVLQTLYILAYLHYSPQKHGVLLQTATLLAVLLLGYGYFWLLVPDLEARLQQLGLFCSVFTISMYLSPLADLAKIVQTKSTQRLSFSLTIATLFCSASWSIYGFRLRDPYITVPNLPGILTSLIRLGLFCKYPPEQDRKYRLLQT. Result: 0 (no interaction).